Dataset: Forward reaction prediction with 1.9M reactions from USPTO patents (1976-2016). Task: Predict the product of the given reaction. (1) Given the reactants [F:1][C:2]1[CH:3]=[CH:4][C:5]([O:9][C:10]2[CH:15]=[CH:14][CH:13]=[CH:12][CH:11]=2)=[C:6]([NH2:8])[CH:7]=1.[CH3:16][O:17][C:18]1[CH:19]=[CH:20][C:21]([O:26][CH2:27][CH2:28][O:29][CH:30]2[CH2:35][CH2:34][CH2:33][CH2:32][O:31]2)=[C:22]([CH:25]=1)[CH:23]=O.[Na], predict the reaction product. The product is: [F:1][C:2]1[CH:3]=[CH:4][C:5]([O:9][C:10]2[CH:15]=[CH:14][CH:13]=[CH:12][CH:11]=2)=[C:6]([NH:8][CH2:23][C:22]2[CH:25]=[C:18]([O:17][CH3:16])[CH:19]=[CH:20][C:21]=2[O:26][CH2:27][CH2:28][O:29][CH:30]2[CH2:35][CH2:34][CH2:33][CH2:32][O:31]2)[CH:7]=1. (2) Given the reactants [C:1]([C:3]1[CH:4]=[N:5][C:6]([N:9]2[CH2:14][CH2:13][N:12]([C:15]([O:17][C:18]([CH3:21])([CH3:20])[CH3:19])=[O:16])[CH2:11][CH2:10]2)=[N:7][CH:8]=1)#[N:2].[N-:22]=[N+:23]=[N-:24].[Na+].[Cl-].[NH4+].[OH-].[Na+], predict the reaction product. The product is: [N:2]1[NH:22][N:23]=[N:24][C:1]=1[C:3]1[CH:4]=[N:5][C:6]([N:9]2[CH2:14][CH2:13][N:12]([C:15]([O:17][C:18]([CH3:21])([CH3:20])[CH3:19])=[O:16])[CH2:11][CH2:10]2)=[N:7][CH:8]=1. (3) Given the reactants C([O:4][C@H:5]1[C@H:10]2[CH2:11][C@H:7]([C@@H:8]([C:12]([O:14]C)=[O:13])[NH:9]2)[CH2:6]1)(=O)C.[OH-].[Na+].[C:18](O[C:18]([O:20][C:21]([CH3:24])([CH3:23])[CH3:22])=[O:19])([O:20][C:21]([CH3:24])([CH3:23])[CH3:22])=[O:19], predict the reaction product. The product is: [C:21]([O:20][C:18]([N:9]1[C@H:8]([C:12]([OH:14])=[O:13])[C@H:7]2[CH2:11][C@@H:10]1[C@H:5]([OH:4])[CH2:6]2)=[O:19])([CH3:24])([CH3:23])[CH3:22]. (4) The product is: [C:1]([C@@H:3]([NH:5][C:6](=[O:12])[C:26]1[CH:25]=[CH:24][C:23]([CH2:13][CH2:14][CH2:15][CH2:16][CH2:17][CH2:18][CH2:19][CH2:20][CH2:21][CH3:22])=[CH:31][CH:30]=1)[CH3:4])#[N:2]. Given the reactants [C:1]([C@@H:3]([NH:5][C:6](=[O:12])OC(C)(C)C)[CH3:4])#[N:2].[CH2:13]([C:23]1[CH:31]=[CH:30][C:26](C(O)=O)=[CH:25][CH:24]=1)[CH2:14][CH2:15][CH2:16][CH2:17][CH2:18][CH2:19][CH2:20][CH2:21][CH3:22], predict the reaction product. (5) Given the reactants C[O:2][C:3]1[C:4]([C:15]#[N:16])=[N:5][CH:6]=[C:7]([N:9]2[CH2:14][CH2:13][O:12][CH2:11][CH2:10]2)[CH:8]=1.CCS.C(=O)([O-])[O-].[K+].[K+].Cl, predict the reaction product. The product is: [OH:2][C:3]1[C:4]([C:15]#[N:16])=[N:5][CH:6]=[C:7]([N:9]2[CH2:10][CH2:11][O:12][CH2:13][CH2:14]2)[CH:8]=1.